From a dataset of Reaction yield outcomes from USPTO patents with 853,638 reactions. Predict the reaction yield, written as a fraction of the theoretical maximum amount of product (1.0 means a 100% yield; for example, 0.34 means a 34% yield). (1) The reactants are [OH:1][C:2]1[CH:3]=[N:4][C:5]2[C:10]([CH:11]=1)=[CH:9][C:8]([CH2:12][C:13]([O:15][C:16]([CH3:19])([CH3:18])[CH3:17])=[O:14])=[CH:7][CH:6]=2.C1(P(C2C=CC=CC=2)C2C=CC=CC=2)C=CC=CC=1.[CH3:39][O:40][CH2:41][CH2:42]O.N(C(OC(C)(C)C)=O)=NC(OC(C)(C)C)=O. The catalyst is CCOC(C)=O.C1C=CC=CC=1. The product is [CH3:39][O:40][CH2:41][CH2:42][O:1][C:2]1[CH:3]=[N:4][C:5]2[C:10]([CH:11]=1)=[CH:9][C:8]([CH2:12][C:13]([O:15][C:16]([CH3:19])([CH3:18])[CH3:17])=[O:14])=[CH:7][CH:6]=2. The yield is 0.820. (2) The reactants are [N:1]1[CH:6]=[CH:5][CH:4]=[C:3]([NH2:7])[N:2]=1.N1C=CC=CC=1.Cl[C:15]([O:17][C:18]1[CH:23]=[CH:22][CH:21]=[CH:20][CH:19]=1)=[O:16]. The catalyst is C1COCC1.CC#N. The product is [N:1]1[CH:6]=[CH:5][CH:4]=[C:3]([NH:7][C:15](=[O:16])[O:17][C:18]2[CH:23]=[CH:22][CH:21]=[CH:20][CH:19]=2)[N:2]=1. The yield is 0.700. (3) The reactants are [OH:1][C:2]1[C:7]([O:8][CH3:9])=[CH:6][C:5]([C:10]2[CH:15]=[CH:14][C:13]([N:16]([CH3:38])[CH2:17][CH2:18][N:19]([C:21]3[CH:22]=[CH:23][C:24]([C:27]4[CH:32]=[C:31]([O:33][CH3:34])[C:30]([OH:35])=[C:29]([O:36][CH3:37])[CH:28]=4)=[N:25][CH:26]=3)[CH3:20])=[CH:12][N:11]=2)=[CH:4][C:3]=1[O:39][CH3:40].[CH3:41][S:42]([OH:45])(=[O:44])=[O:43]. The catalyst is N1C=CC=CC=1.CO. The product is [CH3:41][S:42]([OH:45])(=[O:44])=[O:43].[CH3:41][S:42]([OH:45])(=[O:44])=[O:43].[C:2]([O:1][C:2]1[C:7]([O:8][CH3:9])=[CH:6][C:5]([C:10]2[CH:15]=[CH:14][C:13]([N:16]([CH3:38])[CH2:17][CH2:18][N:19]([C:21]3[CH:22]=[CH:23][C:24]([C:27]4[CH:28]=[C:29]([O:36][CH3:37])[C:30]([O:35][C:31](=[O:33])[CH2:30][CH2:29][CH3:28])=[C:31]([O:33][CH3:34])[CH:32]=4)=[N:25][CH:26]=3)[CH3:20])=[CH:12][N:11]=2)=[CH:4][C:3]=1[O:39][CH3:40])(=[O:1])[CH2:3][CH2:4][CH3:5]. The yield is 0.590. (4) The catalyst is CN(C=O)C.Cl[Pd](Cl)([P](C1C=CC=CC=1)(C1C=CC=CC=1)C1C=CC=CC=1)[P](C1C=CC=CC=1)(C1C=CC=CC=1)C1C=CC=CC=1. The product is [CH3:24][O:23][C:13]1[C:11]2[N:12]=[C:8]([NH:7][C:5](=[O:6])[C:4]3[CH:25]=[CH:26][N:27]=[C:2]([CH:28]=[CH2:29])[CH:3]=3)[S:9][C:10]=2[C:16]([CH:17]2[CH2:22][CH2:21][O:20][CH2:19][CH2:18]2)=[CH:15][CH:14]=1. The reactants are Br[C:2]1[CH:3]=[C:4]([CH:25]=[CH:26][N:27]=1)[C:5]([NH:7][C:8]1[S:9][C:10]2[C:16]([CH:17]3[CH2:22][CH2:21][O:20][CH2:19][CH2:18]3)=[CH:15][CH:14]=[C:13]([O:23][CH3:24])[C:11]=2[N:12]=1)=[O:6].[CH:28]([Sn](CCCC)(CCCC)CCCC)=[CH2:29].C1(P(C2C=CC=CC=2)C2C=CC=CC=2)C=CC=CC=1.[Cl-].[Li+].C(C1C(O)=C(C(C)(C)C)C=C(C)C=1)(C)(C)C. The yield is 0.570. (5) The reactants are [CH3:1][C:2]1[CH:7]=[C:6]([CH3:8])[NH:5][C:4](=[O:9])[C:3]=1[CH2:10][NH:11][C:12](=[O:36])[C:13]1[CH:18]=[C:17]([C:19]2[CH:20]=[N:21][C:22]([CH:25]=O)=[CH:23][CH:24]=2)[CH:16]=[C:15]([N:27]([CH3:34])[CH:28]2[CH2:33][CH2:32][O:31][CH2:30][CH2:29]2)[C:14]=1[CH3:35].[NH:37]1[CH2:42][CH2:41][O:40][CH2:39][CH2:38]1.C(O)(=O)C.C([BH3-])#N.[Na+]. The catalyst is CO. The product is [CH3:1][C:2]1[CH:7]=[C:6]([CH3:8])[NH:5][C:4](=[O:9])[C:3]=1[CH2:10][NH:11][C:12](=[O:36])[C:13]1[CH:18]=[C:17]([C:19]2[CH:20]=[N:21][C:22]([CH2:25][N:37]3[CH2:42][CH2:41][O:40][CH2:39][CH2:38]3)=[CH:23][CH:24]=2)[CH:16]=[C:15]([N:27]([CH3:34])[CH:28]2[CH2:29][CH2:30][O:31][CH2:32][CH2:33]2)[C:14]=1[CH3:35]. The yield is 0.700. (6) The reactants are [Cl:1][C:2]1[C:11]2[C:6](=[CH:7][C:8]([OH:14])=[C:9]([O:12][CH3:13])[CH:10]=2)[N:5]=[CH:4][N:3]=1.C1(P(C2C=CC=CC=2)C2C=CC=CC=2)C=CC=CC=1.[F:34][CH2:35][CH2:36][N:37]1[CH2:42][CH2:41][N:40]([CH2:43][CH2:44]O)[CH2:39][CH2:38]1. The catalyst is ClCCl. The product is [Cl:1][C:2]1[C:11]2[C:6](=[CH:7][C:8]([O:14][CH2:44][CH2:43][N:40]3[CH2:41][CH2:42][N:37]([CH2:36][CH2:35][F:34])[CH2:38][CH2:39]3)=[C:9]([O:12][CH3:13])[CH:10]=2)[N:5]=[CH:4][N:3]=1. The yield is 0.670. (7) The reactants are [F:1][C:2]([F:14])([F:13])[C:3]1[C:7]([C:8]([O:10][CH2:11][CH3:12])=[O:9])=[CH:6][NH:5][N:4]=1.I[C:16]1[CH:21]=[CH:20][CH:19]=[CH:18][CH:17]=1.C(=O)([O-])[O-].[K+].[K+].CN[C@H]1CCCC[C@@H]1NC. The catalyst is [Cu]I. The product is [C:16]1([N:5]2[CH:6]=[C:7]([C:8]([O:10][CH2:11][CH3:12])=[O:9])[C:3]([C:2]([F:1])([F:13])[F:14])=[N:4]2)[CH:21]=[CH:20][CH:19]=[CH:18][CH:17]=1. The yield is 0.770. (8) The product is [F:37][C:23]([F:22])([F:36])[C:24]([CH2:1][C:2]1[NH:3][C:4]2[C:9]([CH:10]=1)=[CH:8][CH:7]=[CH:6][CH:5]=2)([OH:35])[CH2:25][C:26]([CH3:27])([C:28]1[CH:33]=[CH:32][CH:31]=[CH:30][N:29]=1)[CH3:34]. The catalyst is C1COCC1. The reactants are [CH3:1][C:2]1[NH:3][C:4]2[C:9]([CH:10]=1)=[CH:8][CH:7]=[CH:6][CH:5]=2.C([Li])CCC.CC(C)([O-])C.[K+].[F:22][C:23]([F:37])([F:36])[C:24](=[O:35])[CH2:25][C:26]([CH3:34])([C:28]1[CH:33]=[CH:32][CH:31]=[CH:30][N:29]=1)[CH3:27]. The yield is 0.280. (9) The reactants are P([O-])([O-])([O-])=O.[K+].[K+].[K+].COC(C)(C)C.[NH2:15][CH:16]([C:24]1[CH:29]=[CH:28][C:27]([O:30][CH3:31])=[CH:26][CH:25]=1)[CH2:17][C:18]([O:20]CCC)=[O:19]. The catalyst is CC(C)=O. The product is [NH2:15][CH:16]([C:24]1[CH:25]=[CH:26][C:27]([O:30][CH3:31])=[CH:28][CH:29]=1)[CH2:17][C:18]([OH:20])=[O:19]. The yield is 0.440. (10) The reactants are [F:1][C:2]1[C:7]([C:8]([OH:10])=[O:9])=[C:6]([CH3:11])[C:5]([N+:12]([O-:14])=[O:13])=[CH:4][CH:3]=1.OS(O)(=O)=O.[Br:20]N1C(C)(C)C(=O)N(Br)C1=O. The catalyst is O. The product is [Br:20][C:3]1[C:2]([F:1])=[C:7]([C:6]([CH3:11])=[C:5]([N+:12]([O-:14])=[O:13])[CH:4]=1)[C:8]([OH:10])=[O:9]. The yield is 0.880.